Dataset: Reaction yield outcomes from USPTO patents with 853,638 reactions. Task: Predict the reaction yield, written as a fraction of the theoretical maximum amount of product (1.0 means a 100% yield; for example, 0.34 means a 34% yield). (1) The reactants are [CH3:1][O:2][C:3]1[CH:4]=[C:5]2[C:10](=[CH:11][C:12]=1[O:13][CH3:14])[N:9]=[CH:8][N:7]=[C:6]2[O:15][C:16]1[CH:22]=[CH:21][C:19]([NH2:20])=[CH:18][CH:17]=1.C1(C)C=CC=CC=1.C(N(CC)CC)C.ClC(Cl)(O[C:41](=[O:47])[O:42][C:43](Cl)(Cl)Cl)Cl.[F:49][C:50]1[CH:59]=[CH:58][CH:57]=[CH:56][C:51]=1[O:52][CH2:53]CO. The catalyst is C(Cl)Cl. The product is [CH3:1][O:2][C:3]1[CH:4]=[C:5]2[C:10](=[CH:11][C:12]=1[O:13][CH3:14])[N:9]=[CH:8][N:7]=[C:6]2[O:15][C:16]1[CH:22]=[CH:21][C:19]([NH:20][C:41](=[O:47])[O:42][CH2:43][CH2:53][O:52][C:51]2[CH:56]=[CH:57][CH:58]=[CH:59][C:50]=2[F:49])=[CH:18][CH:17]=1. The yield is 0.440. (2) The reactants are [OH:1][C@H:2]([C:36]1[CH:45]=[CH:44][C:43]([OH:46])=[C:42]2[C:37]=1[CH:38]=[CH:39][C:40](=[O:47])[NH:41]2)[CH2:3][NH:4][CH2:5][CH2:6][CH2:7][CH2:8][CH2:9][CH2:10][CH2:11][CH2:12][CH2:13][N:14]1[CH2:19][CH2:18][CH:17]([O:20][C:21](=[O:35])[NH:22][C:23]2[CH:28]=[CH:27][CH:26]=[CH:25][C:24]=2[C:29]2[CH:34]=[CH:33][CH:32]=[CH:31][CH:30]=2)[CH2:16][CH2:15]1.[C:48]1([S:62]([OH:65])(=[O:64])=[O:63])[C:57]2[CH:56]=[CH:55][CH:54]=[C:53]([S:58]([OH:61])(=[O:60])=[O:59])[C:52]=2[CH:51]=[CH:50][CH:49]=1. The catalyst is CO. The product is [C:48]1([S:62]([OH:65])(=[O:64])=[O:63])[C:57]2[CH:56]=[CH:55][CH:54]=[C:53]([S:58]([OH:61])(=[O:60])=[O:59])[C:52]=2[CH:51]=[CH:50][CH:49]=1.[OH:1][C@H:2]([C:36]1[CH:45]=[CH:44][C:43]([OH:46])=[C:42]2[C:37]=1[CH:38]=[CH:39][C:40](=[O:47])[NH:41]2)[CH2:3][NH:4][CH2:5][CH2:6][CH2:7][CH2:8][CH2:9][CH2:10][CH2:11][CH2:12][CH2:13][N:14]1[CH2:15][CH2:16][CH:17]([O:20][C:21](=[O:35])[NH:22][C:23]2[CH:28]=[CH:27][CH:26]=[CH:25][C:24]=2[C:29]2[CH:30]=[CH:31][CH:32]=[CH:33][CH:34]=2)[CH2:18][CH2:19]1. The yield is 0.800. (3) No catalyst specified. The product is [CH2:1]([O:8][C:9]1[CH:14]=[CH:13][N:12]([C:17]2[CH:25]=[C:24]3[C:20]([C:21]4[CH2:30][CH2:29][N:28]([C:31]([O:33][C:34]([CH3:37])([CH3:36])[CH3:35])=[O:32])[CH2:27][C:22]=4[N:23]3[CH3:26])=[CH:19][CH:18]=2)[C:11](=[O:15])[CH:10]=1)[C:2]1[CH:3]=[CH:4][CH:5]=[CH:6][CH:7]=1. The yield is 0.620. The reactants are [CH2:1]([O:8][C:9]1[CH:14]=[CH:13][NH:12][C:11](=[O:15])[CH:10]=1)[C:2]1[CH:7]=[CH:6][CH:5]=[CH:4][CH:3]=1.Br[C:17]1[CH:25]=[C:24]2[C:20]([C:21]3[CH2:30][CH2:29][N:28]([C:31]([O:33][C:34]([CH3:37])([CH3:36])[CH3:35])=[O:32])[CH2:27][C:22]=3[N:23]2[CH3:26])=[CH:19][CH:18]=1. (4) The reactants are Cl[C:2]1[C:11]2[C:6](=[CH:7][C:8]([O:14][CH2:15][CH2:16][O:17][CH2:18][CH2:19][O:20][CH3:21])=[C:9]([O:12][CH3:13])[CH:10]=2)[N:5]=[CH:4][N:3]=1.C(=O)([O-])[O-].[K+].[K+].[OH:28][C:29]1[CH:38]=[C:37]2[C:32]([CH:33]=[CH:34][CH:35]=[N:36]2)=[CH:31][CH:30]=1.O. The catalyst is CS(C)=O. The product is [CH3:13][O:12][C:9]1[CH:10]=[C:11]2[C:6](=[CH:7][C:8]=1[O:14][CH2:15][CH2:16][O:17][CH2:18][CH2:19][O:20][CH3:21])[N:5]=[CH:4][N:3]=[C:2]2[O:28][C:29]1[CH:38]=[C:37]2[C:32]([CH:33]=[CH:34][CH:35]=[N:36]2)=[CH:31][CH:30]=1. The yield is 0.550.